From a dataset of Forward reaction prediction with 1.9M reactions from USPTO patents (1976-2016). Predict the product of the given reaction. (1) The product is: [C:1]1([C:7]2[CH2:8][O:9][C:10]3[C:15]([C:16]=2[C:17]2[CH:22]=[CH:21][C:20]([CH:23]=[CH:24][C:25]([NH:32][S:29]([CH3:28])(=[O:31])=[O:30])=[O:27])=[CH:19][CH:18]=2)=[CH:14][CH:13]=[CH:12][CH:11]=3)[CH:6]=[CH:5][CH:4]=[CH:3][CH:2]=1. Given the reactants [C:1]1([C:7]2[CH2:8][O:9][C:10]3[C:15]([C:16]=2[C:17]2[CH:22]=[CH:21][C:20]([CH:23]=[CH:24][C:25]([OH:27])=O)=[CH:19][CH:18]=2)=[CH:14][CH:13]=[CH:12][CH:11]=3)[CH:6]=[CH:5][CH:4]=[CH:3][CH:2]=1.[CH3:28][S:29]([NH2:32])(=[O:31])=[O:30], predict the reaction product. (2) The product is: [CH3:30][N:31]([CH2:25][CH2:26][C:3]1[CH:4]=[CH:5][C:6]2[C:12]3[C:13]4[CH:14]=[CH:15][CH:16]=[CH:17][C:18]=4[N:10]([S:7](=[O:9])(=[O:8])[C:1]=2[CH:2]=1)[CH:11]=3)[CH3:32]. Given the reactants [C:1]1([S:7]([N:10]2[C:18]3[C:13](=[CH:14][CH:15]=[CH:16][C:17]=3Br)[C:12](CCN(C)C)=[CH:11]2)(=[O:9])=[O:8])[CH:6]=[CH:5][CH:4]=[CH:3][CH:2]=1.[C:25]([O-])(=O)[CH3:26].[K+].[CH3:30][N:31](C)[CH:32]=O, predict the reaction product. (3) Given the reactants [C:1]([O:5][C:6]([N:8]1[CH2:12][CH2:11][C@H:10]([C:13]([OH:15])=O)[CH2:9]1)=[O:7])([CH3:4])([CH3:3])[CH3:2].[NH2:16][C:17]1[CH:18]=[C:19]([NH:27][C:28]2[N:37]=[CH:36][C:35]3[N:34]([CH3:38])[C:33](=[O:39])[CH2:32][N:31]([CH:40]([CH3:42])[CH3:41])[C:30]=3[N:29]=2)[CH:20]=[C:21]([S:23]([CH3:26])(=[O:25])=[O:24])[CH:22]=1, predict the reaction product. The product is: [C:1]([O:5][C:6]([N:8]1[CH2:12][CH2:11][C@H:10]([C:13](=[O:15])[NH:16][C:17]2[CH:22]=[C:21]([S:23]([CH3:26])(=[O:24])=[O:25])[CH:20]=[C:19]([NH:27][C:28]3[N:37]=[CH:36][C:35]4[N:34]([CH3:38])[C:33](=[O:39])[CH2:32][N:31]([CH:40]([CH3:42])[CH3:41])[C:30]=4[N:29]=3)[CH:18]=2)[CH2:9]1)=[O:7])([CH3:2])([CH3:3])[CH3:4]. (4) Given the reactants [N:1]1[CH:6]=[CH:5][CH:4]=[C:3]([CH2:7][N:8]2[CH2:13][CH2:12][NH:11][CH2:10][CH2:9]2)[CH:2]=1.F[C:15]1[CH:22]=[CH:21][C:18]([C:19]#[N:20])=[CH:17][CH:16]=1.C([O-])([O-])=O.[K+].[K+], predict the reaction product. The product is: [N:1]1[CH:6]=[CH:5][CH:4]=[C:3]([CH2:7][N:8]2[CH2:13][CH2:12][N:11]([C:15]3[CH:22]=[CH:21][C:18]([C:19]#[N:20])=[CH:17][CH:16]=3)[CH2:10][CH2:9]2)[CH:2]=1.